The task is: Predict the product of the given reaction.. This data is from Forward reaction prediction with 1.9M reactions from USPTO patents (1976-2016). (1) Given the reactants [Cl:1][C:2]1[N:7]=[C:6](Cl)[C:5]([C:9]([F:12])([F:11])[F:10])=[CH:4][N:3]=1.[NH3:13], predict the reaction product. The product is: [Cl:1][C:2]1[N:7]=[C:6]([NH2:13])[C:5]([C:9]([F:12])([F:11])[F:10])=[CH:4][N:3]=1. (2) Given the reactants [CH2:1]([O:3][C:4]([C:6]1[NH:7][C:8]([CH3:11])=[CH:9][CH:10]=1)=[O:5])[CH3:2].[CH:12]1[C:21]2[C:16](=[CH:17][CH:18]=[CH:19][CH:20]=2)[CH:15]=[CH:14][C:13]=1[CH:22]=[CH:23][C:24](Cl)=[O:25], predict the reaction product. The product is: [CH2:1]([O:3][C:4]([C:6]1[NH:7][C:8]([CH3:11])=[C:9]([C:24](=[O:25])[CH:23]=[CH:22][C:13]2[CH:14]=[CH:15][C:16]3[C:21](=[CH:20][CH:19]=[CH:18][CH:17]=3)[CH:12]=2)[CH:10]=1)=[O:5])[CH3:2]. (3) Given the reactants [CH2:1]([O:3][C:4]([C:6]1[C:7](=[O:23])[N:8]([C:17]2[CH:22]=[CH:21][CH:20]=[CH:19][CH:18]=2)[C:9]2[C:14]([C:15]=1Cl)=[CH:13][CH:12]=[CH:11][CH:10]=2)=[O:5])[CH3:2].[NH:24]1[CH2:29][CH2:28][NH:27][CH2:26][CH2:25]1, predict the reaction product. The product is: [CH2:1]([O:3][C:4]([C:6]1[C:7](=[O:23])[N:8]([C:17]2[CH:22]=[CH:21][CH:20]=[CH:19][CH:18]=2)[C:9]2[C:14]([C:15]=1[N:24]1[CH2:29][CH2:28][NH:27][CH2:26][CH2:25]1)=[CH:13][CH:12]=[CH:11][CH:10]=2)=[O:5])[CH3:2]. (4) Given the reactants Cl[C:2]([O:4][CH3:5])=[O:3].[CH2:6]1[C:15]2[C:10](=[CH:11][CH:12]=[CH:13][CH:14]=2)[CH2:9][CH2:8][NH:7]1.C(N(CC)CC)C, predict the reaction product. The product is: [CH3:5][O:4][C:2]([N:7]1[CH2:8][CH2:9][C:10]2[C:15](=[CH:14][CH:13]=[CH:12][CH:11]=2)[CH2:6]1)=[O:3]. (5) Given the reactants [NH2:1][C:2]1[CH:7]=[C:6]([O:8][C:9]2[C:14]([F:15])=[CH:13][C:12]([NH:16][C:17]([C:19]3[C:20](=[O:35])[N:21]([C:28]4[CH:33]=[CH:32][C:31]([F:34])=[CH:30][CH:29]=4)[CH:22]=[CH:23][C:24]=3[O:25][CH2:26][CH3:27])=[O:18])=[C:11]([F:36])[CH:10]=2)[CH:5]=[CH:4][N:3]=1.Cl[C:38]([O:40][C:41]([CH3:43])=[CH2:42])=[O:39], predict the reaction product. The product is: [CH2:26]([O:25][C:24]1[CH:23]=[CH:22][N:21]([C:28]2[CH:29]=[CH:30][C:31]([F:34])=[CH:32][CH:33]=2)[C:20](=[O:35])[C:19]=1[C:17]([NH:16][C:12]1[C:11]([F:36])=[CH:10][C:9]([O:8][C:6]2[CH:5]=[CH:4][N:3]=[C:2]([NH:1][C:38](=[O:39])[O:40][C:41]([CH3:43])=[CH2:42])[CH:7]=2)=[C:14]([F:15])[CH:13]=1)=[O:18])[CH3:27]. (6) Given the reactants [CH3:1][O:2][CH2:3][CH2:4][CH2:5][N:6]1[C:11]2[CH:12]=[C:13]([CH2:16][O:17][C@@H:18]3[C@@:23]4([C:32]5[C:27](=[CH:28][C:29]([C:33](O)=[O:34])=[CH:30][CH:31]=5)[CH2:26][CH2:25][O:24]4)[CH2:22][CH2:21][N:20]([S:36]([C:39]4[CH:44]=[CH:43][C:42]([CH3:45])=[CH:41][CH:40]=4)(=[O:38])=[O:37])[CH2:19]3)[CH:14]=[CH:15][C:10]=2[O:9][CH2:8][CH2:7]1.B.C1COCC1.CO, predict the reaction product. The product is: [CH3:1][O:2][CH2:3][CH2:4][CH2:5][N:6]1[C:11]2[CH:12]=[C:13]([CH2:16][O:17][C@@H:18]3[C@@:23]4([C:32]5[C:27](=[CH:28][C:29]([CH2:33][OH:34])=[CH:30][CH:31]=5)[CH2:26][CH2:25][O:24]4)[CH2:22][CH2:21][N:20]([S:36]([C:39]4[CH:40]=[CH:41][C:42]([CH3:45])=[CH:43][CH:44]=4)(=[O:37])=[O:38])[CH2:19]3)[CH:14]=[CH:15][C:10]=2[O:9][CH2:8][CH2:7]1.